Dataset: Reaction yield outcomes from USPTO patents with 853,638 reactions. Task: Predict the reaction yield, written as a fraction of the theoretical maximum amount of product (1.0 means a 100% yield; for example, 0.34 means a 34% yield). (1) The reactants are Cl[C:2]1[N:3]=[CH:4][C:5]2[N:6]([CH3:22])[C:7](=[O:21])[C:8]3([CH2:20][CH2:19]3)[CH2:9][N:10]([CH:13]3[CH2:18][CH2:17][CH2:16][CH2:15][CH2:14]3)[C:11]=2[N:12]=1.[NH2:23][C:24]1[CH:39]=[CH:38][C:27]([C:28]([NH:30][CH:31]2[CH2:36][CH2:35][N:34]([CH3:37])[CH2:33][CH2:32]2)=[O:29])=[CH:26][C:25]=1[O:40][CH3:41].O.C1(C)C=CC(S(O)(=O)=O)=CC=1.CO. The catalyst is CC(C)CC(O)C. The product is [CH:13]1([N:10]2[CH2:9][C:8]3([CH2:20][CH2:19]3)[C:7](=[O:21])[N:6]([CH3:22])[C:5]3[CH:4]=[N:3][C:2]([NH:23][C:24]4[CH:39]=[CH:38][C:27]([C:28]([NH:30][CH:31]5[CH2:32][CH2:33][N:34]([CH3:37])[CH2:35][CH2:36]5)=[O:29])=[CH:26][C:25]=4[O:40][CH3:41])=[N:12][C:11]2=3)[CH2:18][CH2:17][CH2:16][CH2:15][CH2:14]1. The yield is 0.570. (2) The reactants are Br[C:2]1[CH:3]=[C:4]([CH:8]([NH:14][C:15]([C@@H:17]2[CH2:22][CH2:21][CH2:20][N:19]([C:23](=[O:39])[CH2:24][CH2:25][CH:26]3[CH2:31][CH2:30][N:29]([C:32]([O:34][C:35]([CH3:38])([CH3:37])[CH3:36])=[O:33])[CH2:28][CH2:27]3)[CH2:18]2)=[O:16])[CH2:9][C:10]([O:12][CH3:13])=[O:11])[CH:5]=[N:6][CH:7]=1.[OH:40][C:41]1[CH:46]=[CH:45][C:44](B(O)O)=[CH:43][CH:42]=1.[F-].[K+]. The catalyst is C1(C)C=CC=CC=1.C(O)C.O.C1C=CC([P]([Pd]([P](C2C=CC=CC=2)(C2C=CC=CC=2)C2C=CC=CC=2)([P](C2C=CC=CC=2)(C2C=CC=CC=2)C2C=CC=CC=2)[P](C2C=CC=CC=2)(C2C=CC=CC=2)C2C=CC=CC=2)(C2C=CC=CC=2)C2C=CC=CC=2)=CC=1. The product is [OH:40][C:41]1[CH:46]=[CH:45][C:44]([C:2]2[CH:3]=[C:4]([CH:8]([NH:14][C:15]([C@@H:17]3[CH2:22][CH2:21][CH2:20][N:19]([C:23](=[O:39])[CH2:24][CH2:25][CH:26]4[CH2:31][CH2:30][N:29]([C:32]([O:34][C:35]([CH3:36])([CH3:37])[CH3:38])=[O:33])[CH2:28][CH2:27]4)[CH2:18]3)=[O:16])[CH2:9][C:10]([O:12][CH3:13])=[O:11])[CH:5]=[N:6][CH:7]=2)=[CH:43][CH:42]=1. The yield is 0.710. (3) The reactants are [Cl:1][C:2]1[CH:3]=[N:4][C:5]2[C:10]([CH:11]=1)=[CH:9][C:8]([CH2:12][C:13]1[CH:18]=[C:17]([C:19]([O:21]C)=[O:20])[CH:16]=[CH:15][N:14]=1)=[CH:7][C:6]=2[C:23]([O:25][CH3:26])=[O:24].O[Li].O.Cl. The catalyst is C1COCC1.O. The product is [Cl:1][C:2]1[CH:3]=[N:4][C:5]2[C:10]([CH:11]=1)=[CH:9][C:8]([CH2:12][C:13]1[CH:18]=[C:17]([CH:16]=[CH:15][N:14]=1)[C:19]([OH:21])=[O:20])=[CH:7][C:6]=2[C:23]([O:25][CH3:26])=[O:24]. The yield is 0.460. (4) The reactants are [CH:1]([OH:3])=O.C(OC(=O)C)(=O)C.[OH:11][NH:12][CH:13]([CH2:23][S:24]([N:27]1[CH2:32][CH2:31][N:30]([C:33]2[CH:38]=[CH:37][C:36]([C:39]#[C:40][C:41]3[CH:46]=[CH:45][CH:44]=[CH:43][N:42]=3)=[CH:35][N:34]=2)[CH2:29][CH2:28]1)(=[O:26])=[O:25])[CH2:14][CH2:15][CH2:16][C:17]1[N:22]=[CH:21][CH:20]=[CH:19][N:18]=1. The catalyst is C1COCC1. The product is [OH:11][N:12]([CH:13]([CH2:23][S:24]([N:27]1[CH2:32][CH2:31][N:30]([C:33]2[CH:38]=[CH:37][C:36]([C:39]#[C:40][C:41]3[CH:46]=[CH:45][CH:44]=[CH:43][N:42]=3)=[CH:35][N:34]=2)[CH2:29][CH2:28]1)(=[O:26])=[O:25])[CH2:14][CH2:15][CH2:16][C:17]1[N:18]=[CH:19][CH:20]=[CH:21][N:22]=1)[CH:1]=[O:3]. The yield is 0.540.